The task is: Predict the reactants needed to synthesize the given product.. This data is from Full USPTO retrosynthesis dataset with 1.9M reactions from patents (1976-2016). (1) Given the product [C:1]([O:5][C:6]([N:8]1[CH2:13][CH2:12][CH:11]([O:14][C:15]2[CH:20]=[CH:19][C:18]([CH:21]=[O:22])=[C:17]([O:23][S:31]([C:34]([F:37])([F:36])[F:35])(=[O:32])=[O:30])[CH:16]=2)[CH2:10][CH2:9]1)=[O:7])([CH3:4])([CH3:2])[CH3:3], predict the reactants needed to synthesize it. The reactants are: [C:1]([O:5][C:6]([N:8]1[CH2:13][CH2:12][CH:11]([O:14][C:15]2[CH:20]=[CH:19][C:18]([CH:21]=[O:22])=[C:17]([OH:23])[CH:16]=2)[CH2:10][CH2:9]1)=[O:7])([CH3:4])([CH3:3])[CH3:2].N1C=CC=CC=1.[O:30](S(C(F)(F)F)(=O)=O)[S:31]([C:34]([F:37])([F:36])[F:35])(=O)=[O:32]. (2) Given the product [Cl:1][C:2]1[CH:11]=[C:10]2[C:5]([C:6]([N:12]3[CH2:13][CH:14]([CH3:30])[N:15]([C:19]([NH:21][C:22]4[CH:23]=[CH:24][C:25]([F:28])=[CH:26][CH:27]=4)=[O:20])[CH:16]([CH3:18])[CH2:17]3)=[CH:7][CH:8]=[N:9]2)=[CH:4][CH:3]=1, predict the reactants needed to synthesize it. The reactants are: [Cl:1][C:2]1[CH:11]=[C:10]2[C:5]([C:6]([N:12]3[CH2:17][CH:16]4[CH2:18][CH:13]3[CH2:14][N:15]4[C:19]([NH:21][C:22]3[CH:27]=[CH:26][C:25]([F:28])=[CH:24][CH:23]=3)=[O:20])=[CH:7][CH:8]=[N:9]2)=[CH:4][CH:3]=1.F[C:30](F)(F)C([O-])=O.